Dataset: Reaction yield outcomes from USPTO patents with 853,638 reactions. Task: Predict the reaction yield, written as a fraction of the theoretical maximum amount of product (1.0 means a 100% yield; for example, 0.34 means a 34% yield). (1) The reactants are [CH2:1]([OH:5])[CH2:2][C:3]#[CH:4].[O:6]1[CH:11]=[CH:10][CH2:9][CH2:8][CH2:7]1.C1(C)C=CC(S([O-])(=O)=O)=CC=1.[NH+]1C=CC=CC=1.O. The catalyst is ClCCl. The product is [CH2:1]([O:5][CH:7]1[CH2:8][CH2:9][CH2:10][CH2:11][O:6]1)[CH2:2][C:3]#[CH:4]. The yield is 0.980. (2) The reactants are [CH3:1][NH:2][CH2:3][CH:4]([OH:7])[CH2:5][OH:6].[CH:8]1([C:11]2[N:16]=[C:15]([C:17]([NH:19][C:20]3[CH:28]=[N:27][CH:26]=[CH:25][C:21]=3[C:22]([OH:24])=O)=[O:18])[C:14]([NH:29][C:30]3[CH:31]=[N:32][CH:33]=[N:34][CH:35]=3)=[CH:13][CH:12]=2)[CH2:10][CH2:9]1. No catalyst specified. The product is [OH:7][CH:4]([CH2:5][OH:6])[CH2:3][N:2]([CH3:1])[C:22]([C:21]1[CH:25]=[CH:26][N:27]=[CH:28][C:20]=1[NH:19][C:17]([C:15]1[C:14]([NH:29][C:30]2[CH:31]=[N:32][CH:33]=[N:34][CH:35]=2)=[CH:13][CH:12]=[C:11]([CH:8]2[CH2:9][CH2:10]2)[N:16]=1)=[O:18])=[O:24]. The yield is 0.190. (3) The reactants are [F:1][C@@H:2]1[C@H:8]([NH:9]C(=O)OC(C)(C)C)[CH2:7][CH2:6][C@@H:5]([C:17]2[N:21]([CH3:22])[N:20]=[CH:19][C:18]=2[N+:23]([O-])=O)[O:4][CH2:3]1.[F:26][C:27]1[CH:32]=[C:31]([O:33][CH:34]2[CH2:39][CH2:38][O:37][CH2:36][CH2:35]2)[CH:30]=[C:29]([F:40])[C:28]=1[C:41]1[N:46]=[C:45]([C:47](O)=[O:48])[CH:44]=[CH:43][C:42]=1[F:50]. No catalyst specified. The product is [NH2:9][C@H:8]1[C@@H:2]([F:1])[CH2:3][O:4][C@H:5]([C:17]2[N:21]([CH3:22])[N:20]=[CH:19][C:18]=2[NH:23][C:47](=[O:48])[C:45]2[CH:44]=[CH:43][C:42]([F:50])=[C:41]([C:28]3[C:29]([F:40])=[CH:30][C:31]([O:33][CH:34]4[CH2:35][CH2:36][O:37][CH2:38][CH2:39]4)=[CH:32][C:27]=3[F:26])[N:46]=2)[CH2:6][CH2:7]1. The yield is 0.270. (4) The reactants are [CH3:1][O:2][C:3]1[CH:8]=[CH:7][C:6]([CH2:9][C:10]([NH:12][C:13]2[CH:54]=[CH:53][C:16]([C:17]([N:19]([CH2:45][C:46]([O:48]C(C)(C)C)=[O:47])[CH2:20][C:21]3[CH:26]=[CH:25][C:24]([C:27]4[O:31][N:30]=[C:29]([C:32]5[CH:37]=[CH:36][C:35]([C:38]6[CH:43]=[CH:42][C:41]([CH3:44])=[CH:40][CH:39]=6)=[CH:34][CH:33]=5)[N:28]=4)=[CH:23][CH:22]=3)=[O:18])=[CH:15][CH:14]=2)=[O:11])=[C:5]([C:55]([F:58])([F:57])[F:56])[CH:4]=1.C(O)(C(F)(F)F)=O. The catalyst is C(Cl)Cl. The product is [CH3:1][O:2][C:3]1[CH:8]=[CH:7][C:6]([CH2:9][C:10]([NH:12][C:13]2[CH:14]=[CH:15][C:16]([C:17]([N:19]([CH2:45][C:46]([OH:48])=[O:47])[CH2:20][C:21]3[CH:26]=[CH:25][C:24]([C:27]4[O:31][N:30]=[C:29]([C:32]5[CH:37]=[CH:36][C:35]([C:38]6[CH:43]=[CH:42][C:41]([CH3:44])=[CH:40][CH:39]=6)=[CH:34][CH:33]=5)[N:28]=4)=[CH:23][CH:22]=3)=[O:18])=[CH:53][CH:54]=2)=[O:11])=[C:5]([C:55]([F:58])([F:57])[F:56])[CH:4]=1. The yield is 0.780. (5) The reactants are [CH2:1]([O:8][CH2:9][CH2:10][CH2:11][O:12][C:13]1[CH:18]=[CH:17][CH:16]=[C:15]([CH:19]=[O:20])[C:14]=1OS(C(F)(F)F)(=O)=O)[C:2]1[CH:7]=[CH:6][CH:5]=[CH:4][CH:3]=1.[B:29]1([B:29]2[O:33][C:32]([CH3:35])([CH3:34])[C:31]([CH3:37])([CH3:36])[O:30]2)[O:33][C:32]([CH3:35])([CH3:34])[C:31]([CH3:37])([CH3:36])[O:30]1.CC([O-])=O.[K+].C(Cl)Cl. The catalyst is O1CCOCC1. The product is [CH2:1]([O:8][CH2:9][CH2:10][CH2:11][O:12][C:13]1[C:14]([B:29]2[O:33][C:32]([CH3:35])([CH3:34])[C:31]([CH3:37])([CH3:36])[O:30]2)=[C:15]([CH:16]=[CH:17][CH:18]=1)[CH:19]=[O:20])[C:2]1[CH:7]=[CH:6][CH:5]=[CH:4][CH:3]=1. The yield is 0.610. (6) The reactants are [C:1]1(C)C=CC(S(N=[N+]=[N-])(=O)=O)=CC=1.C([O-])([O-])=O.[K+].[K+].COP(CC(=O)C)(=O)OC.[C:30]([O:34][C:35](=[O:45])[NH:36][CH:37]1[CH2:42][CH2:41][CH:40]([CH:43]=O)[CH2:39][CH2:38]1)([CH3:33])([CH3:32])[CH3:31]. The catalyst is CC#N.CO. The product is [C:30]([O:34][C:35](=[O:45])[NH:36][C@H:37]1[CH2:42][CH2:41][C@H:40]([C:43]#[CH:1])[CH2:39][CH2:38]1)([CH3:33])([CH3:32])[CH3:31]. The yield is 0.550. (7) The reactants are [C:1]1(B(O)O)[CH:6]=[CH:5][CH:4]=[CH:3][CH:2]=1.[S:10]([N:20]1[C:24]2[N:25]=[CH:26][C:27]3[N:28]([C:29]([C@@H:32]4[CH2:36][CH2:35][C@@H:34]([NH2:37])[CH2:33]4)=[N:30][N:31]=3)[C:23]=2[CH:22]=[CH:21]1)([C:13]1[CH:19]=[CH:18][C:16]([CH3:17])=[CH:15][CH:14]=1)(=[O:12])=[O:11].O=O. The catalyst is C(Cl)Cl.CC#N.O.C(O[Cu]OC(=O)C)(=O)C. The product is [S:10]([N:20]1[C:24]2[N:25]=[CH:26][C:27]3[N:28]([C:29]([C@@H:32]4[CH2:36][CH2:35][C@@H:34]([NH:37][C:1]5[CH:6]=[CH:5][CH:4]=[CH:3][CH:2]=5)[CH2:33]4)=[N:30][N:31]=3)[C:23]=2[CH:22]=[CH:21]1)([C:13]1[CH:19]=[CH:18][C:16]([CH3:17])=[CH:15][CH:14]=1)(=[O:12])=[O:11]. The yield is 0.450.